This data is from Full USPTO retrosynthesis dataset with 1.9M reactions from patents (1976-2016). The task is: Predict the reactants needed to synthesize the given product. (1) Given the product [Br:8][C:5]1[CH:6]=[CH:7][C:2]([C:17]2([OH:20])[CH2:18][CH2:19][O:14][CH2:15][CH2:16]2)=[N:3][CH:4]=1, predict the reactants needed to synthesize it. The reactants are: Br[C:2]1[CH:7]=[CH:6][C:5]([Br:8])=[CH:4][N:3]=1.C([Li])CCC.[O:14]1[CH2:19][CH2:18][C:17](=[O:20])[CH2:16][CH2:15]1. (2) The reactants are: Cl[CH:2]1[CH2:8][CH:7]([CH:9]([CH3:11])[CH3:10])[CH2:6][CH2:5][NH:4][C:3]1=[O:12].[N-:13]=[N+:14]=[N-:15].[Na+].C(Cl)Cl. Given the product [N:13]([CH:2]1[CH2:8][CH:7]([CH:9]([CH3:11])[CH3:10])[CH2:6][CH2:5][NH:4][C:3]1=[O:12])=[N+:14]=[N-:15], predict the reactants needed to synthesize it. (3) Given the product [CH3:47][O:46][C:45]1[C:40]([C:26]2[CH:25]=[CH:24][C:23]([C:20]3([C:17]4[N:13]5[CH2:14][CH2:15][S:16][C:10]([CH2:9][OH:8])([CH3:38])[CH2:11][C:12]5=[N:19][N:18]=4)[CH2:22][CH2:21]3)=[CH:28][CH:27]=2)=[N:41][CH:42]=[CH:43][CH:44]=1, predict the reactants needed to synthesize it. The reactants are: [Si]([O:8][CH2:9][C:10]1([CH3:38])[S:16][CH2:15][CH2:14][N:13]2[C:17]([C:20]3([C:23]4[CH:28]=[CH:27][C:26](B5OC(C)(C)C(C)(C)O5)=[CH:25][CH:24]=4)[CH2:22][CH2:21]3)=[N:18][N:19]=[C:12]2[CH2:11]1)(C(C)(C)C)(C)C.Br[C:40]1[C:45]([O:46][CH3:47])=[CH:44][CH:43]=[CH:42][N:41]=1.C(=O)([O-])[O-].[K+].[K+].C(=O)([O-])O.[Na+]. (4) Given the product [CH3:19][O:18][C:13]1[CH:14]=[C:15]([O:16][CH3:17])[C:10]2[N:11]([C:7]([C:1]3[CH:2]=[CH:3][CH:4]=[CH:5][CH:6]=3)=[C:8]([C:20]3[CH:21]=[CH:22][C:23]([C:26]4([NH2:30])[CH2:27][CH2:28][CH2:29]4)=[CH:24][CH:25]=3)[N:9]=2)[N:12]=1, predict the reactants needed to synthesize it. The reactants are: [C:1]1([C:7]2[N:11]3[N:12]=[C:13]([O:18][CH3:19])[CH:14]=[C:15]([O:16][CH3:17])[C:10]3=[N:9][C:8]=2[C:20]2[CH:25]=[CH:24][C:23]([C:26]3([NH:30]C(=O)OC(C)(C)C)[CH2:29][CH2:28][CH2:27]3)=[CH:22][CH:21]=2)[CH:6]=[CH:5][CH:4]=[CH:3][CH:2]=1.C(Cl)Cl.Cl.[OH-].[Na+]. (5) Given the product [CH:1]1([C:7]2[C:15]3[C:10](=[N:11][CH:12]=[C:13]([C:16]4[CH:17]=[C:18]([OH:22])[CH:19]=[CH:20][CH:21]=4)[CH:14]=3)[NH:9][CH:8]=2)[CH2:2][CH2:3][CH2:4][CH2:5][CH2:6]1, predict the reactants needed to synthesize it. The reactants are: [C:1]1([C:7]2[C:15]3[C:10](=[N:11][CH:12]=[C:13]([C:16]4[CH:17]=[C:18]([OH:22])[CH:19]=[CH:20][CH:21]=4)[CH:14]=3)[NH:9][CH:8]=2)[CH2:6][CH2:5][CH2:4][CH2:3][CH:2]=1.